Regression. Given a peptide amino acid sequence and an MHC pseudo amino acid sequence, predict their binding affinity value. This is MHC class II binding data. From a dataset of Peptide-MHC class II binding affinity with 134,281 pairs from IEDB. (1) The peptide sequence is PSHIMSVLDMGQGIL. The MHC is DRB3_0101 with pseudo-sequence DRB3_0101. The binding affinity (normalized) is 0.530. (2) The MHC is HLA-DQA10303-DQB10402 with pseudo-sequence HLA-DQA10303-DQB10402. The binding affinity (normalized) is 0.394. The peptide sequence is SHLVRSWVTAGEIHA. (3) The peptide sequence is IDSSYFANVLAKKMP. The MHC is HLA-DPA10201-DPB11401 with pseudo-sequence HLA-DPA10201-DPB11401. The binding affinity (normalized) is 0.181. (4) The peptide sequence is GPTATFEAMYLGTCQ. The MHC is DRB1_1602 with pseudo-sequence DRB1_1602. The binding affinity (normalized) is 0.219.